From a dataset of Catalyst prediction with 721,799 reactions and 888 catalyst types from USPTO. Predict which catalyst facilitates the given reaction. (1) Reactant: F[C:2](F)(F)[C:3]([OH:5])=O.[C:8]([C:12]1[CH:13]=[C:14]([OH:18])C=[CH:16][CH:17]=1)([CH3:11])([CH3:10])[CH3:9].C1N2CN3CN(C2)CN1C3. Product: [C:8]([C:12]1[CH:13]=[C:14]([OH:18])[C:2](=[CH:16][CH:17]=1)[CH:3]=[O:5])([CH3:11])([CH3:10])[CH3:9]. The catalyst class is: 6. (2) Reactant: C(O[C:5](=[O:7])[CH3:6])(=O)C.[F:8][C:9]1[CH:14]=[CH:13][C:12]([C:15]([CH:17]2[CH2:22][CH2:21][NH:20][CH2:19][CH2:18]2)=[O:16])=[CH:11][CH:10]=1.C(N(CC)CC)C. Product: [F:8][C:9]1[CH:10]=[CH:11][C:12]([C:15]([CH:17]2[CH2:22][CH2:21][N:20]([C:5](=[O:7])[CH3:6])[CH2:19][CH2:18]2)=[O:16])=[CH:13][CH:14]=1. The catalyst class is: 2. (3) Reactant: Cl[C:2]1[N:7]=[N:6][C:5]([N:8]2[CH2:13][CH2:12][N:11]([C:14]([O:16][CH2:17][C:18]([O:20][CH2:21][CH3:22])=[O:19])=[O:15])[CH2:10][CH2:9]2)=[CH:4][CH:3]=1.[F:23][C:24]([F:35])([F:34])[C:25]1[CH:26]=[C:27](B(O)O)[CH:28]=[CH:29][CH:30]=1.C(OCC)(=O)C. Product: [F:23][C:24]([F:35])([F:34])[C:25]1[CH:30]=[C:29]([C:2]2[N:7]=[N:6][C:5]([N:8]3[CH2:13][CH2:12][N:11]([C:14]([O:16][CH2:17][C:18]([O:20][CH2:21][CH3:22])=[O:19])=[O:15])[CH2:10][CH2:9]3)=[CH:4][CH:3]=2)[CH:28]=[CH:27][CH:26]=1. The catalyst class is: 244. (4) Reactant: [F:1][C:2]([F:6])([F:5])[CH2:3][NH2:4].Cl[C:8](Cl)([O:10]C(=O)OC(Cl)(Cl)Cl)Cl.[CH:19]([NH:22][NH:23][C:24](=[O:30])[O:25][C:26]([CH3:29])([CH3:28])[CH3:27])([CH3:21])[CH3:20].O. Product: [CH:19]([N:22]([C:8](=[O:10])[NH:4][CH2:3][C:2]([F:6])([F:5])[F:1])[NH:23][C:24]([O:25][C:26]([CH3:28])([CH3:27])[CH3:29])=[O:30])([CH3:21])[CH3:20]. The catalyst class is: 2. (5) Reactant: [NH:1]1[C:7](=O)[CH2:6][CH2:5][NH:4][C:3]2[CH:9]=[CH:10][CH:11]=[CH:12][C:2]1=2.P12(SP3(SP(SP(S3)(S1)=S)(=S)S2)=S)=[S:14].O.C(OCC)(=O)C. Product: [NH:1]1[C:7](=[S:14])[CH2:6][CH2:5][NH:4][C:3]2[CH:9]=[CH:10][CH:11]=[CH:12][C:2]1=2. The catalyst class is: 17.